From a dataset of Full USPTO retrosynthesis dataset with 1.9M reactions from patents (1976-2016). Predict the reactants needed to synthesize the given product. Given the product [CH2:37]([NH:36][C:29]1[C:30]([C:32]([F:33])([F:34])[F:35])=[CH:31][C:25]2[NH:24][C:23](=[O:41])[CH2:22][C:21]([C:17]3[CH:16]=[C:15]([C:12]4[CH:11]=[CH:10][C:9]([S:6]([NH2:5])(=[O:8])=[O:7])=[CH:14][CH:13]=4)[CH:20]=[CH:19][CH:18]=3)=[N:27][C:26]=2[CH:28]=1)[CH:38]([CH3:40])[CH3:39], predict the reactants needed to synthesize it. The reactants are: C([NH:5][S:6]([C:9]1[CH:14]=[CH:13][C:12]([C:15]2[CH:20]=[CH:19][CH:18]=[C:17]([C:21]3[CH2:22][C:23](=[O:41])[NH:24][C:25]4[CH:31]=[C:30]([C:32]([F:35])([F:34])[F:33])[C:29]([NH:36][CH2:37][CH:38]([CH3:40])[CH3:39])=[CH:28][C:26]=4[N:27]=3)[CH:16]=2)=[CH:11][CH:10]=1)(=[O:8])=[O:7])(C)(C)C.C(O)(C(F)(F)F)=O.